Dataset: Reaction yield outcomes from USPTO patents with 853,638 reactions. Task: Predict the reaction yield, written as a fraction of the theoretical maximum amount of product (1.0 means a 100% yield; for example, 0.34 means a 34% yield). The reactants are C[O:2][C:3](=[O:16])[CH:4]([C:6]1[CH:11]=[CH:10][C:9]([C:12]([F:15])([F:14])[F:13])=[CH:8][CH:7]=1)[OH:5].[Br:17][C:18]1[CH:23]=[CH:22][C:21]([OH:24])=[CH:20][CH:19]=1.[NH2:25][C:26]1[CH:31]=[CH:30][CH:29]=[CH:28][N:27]=1. The catalyst is C1COCC1. The product is [Br:17][C:18]1[CH:23]=[CH:22][C:21]([O:5][CH:4]([C:6]2[CH:11]=[CH:10][C:9]([C:12]([F:15])([F:14])[F:13])=[CH:8][CH:7]=2)[C:3]([OH:2])=[O:16])=[CH:20][CH:19]=1.[Br:17][C:18]1[CH:23]=[CH:22][C:21]([O:24][CH:4]([C:6]2[CH:7]=[CH:8][C:9]([C:12]([F:13])([F:14])[F:15])=[CH:10][CH:11]=2)[C:3]([NH:25][C:26]2[CH:31]=[CH:30][CH:29]=[CH:28][N:27]=2)=[O:16])=[CH:20][CH:19]=1. The yield is 0.540.